Dataset: Reaction yield outcomes from USPTO patents with 853,638 reactions. Task: Predict the reaction yield, written as a fraction of the theoretical maximum amount of product (1.0 means a 100% yield; for example, 0.34 means a 34% yield). (1) The reactants are [CH3:1][N:2]([CH3:29])[C:3]1([C:22]2[CH:27]=[CH:26][CH:25]=[C:24]([F:28])[CH:23]=2)[CH2:8][CH2:7][CH:6]([CH2:9][C:10]([NH:12][CH2:13][CH2:14][CH2:15][C:16]2[CH:21]=[CH:20][CH:19]=[CH:18][CH:17]=2)=[O:11])[CH2:5][CH2:4]1.[Cl:30][Si](C)(C)C.CCOCC. The catalyst is CC(CC)=O. The product is [ClH:30].[CH3:29][N:2]([CH3:1])[C:3]1([C:22]2[CH:27]=[CH:26][CH:25]=[C:24]([F:28])[CH:23]=2)[CH2:8][CH2:7][CH:6]([CH2:9][C:10]([NH:12][CH2:13][CH2:14][CH2:15][C:16]2[CH:17]=[CH:18][CH:19]=[CH:20][CH:21]=2)=[O:11])[CH2:5][CH2:4]1. The yield is 0.780. (2) The reactants are [NH2:1][C:2]1[CH:7]=[CH:6][CH:5]=[CH:4][C:3]=1[OH:8].[Si:9](Cl)([C:12]([CH3:15])([CH3:14])[CH3:13])([CH3:11])[CH3:10].CCN(CC)CC. The catalyst is C(Cl)Cl. The product is [C:12]([Si:9]([CH3:11])([CH3:10])[O:8][C:3]1[CH:4]=[CH:5][CH:6]=[CH:7][C:2]=1[NH2:1])([CH3:15])([CH3:14])[CH3:13]. The yield is 0.910. (3) The reactants are Cl[C:2]1[N:7]=[C:6]([NH:8][CH2:9][CH2:10][CH2:11][NH:12][C:13]([C:15]2[CH:19]=[C:18]([C:20]3[CH:25]=[CH:24][CH:23]=[CH:22][CH:21]=3)[O:17][N:16]=2)=[O:14])[CH:5]=[CH:4][N:3]=1.[N-:26]=[N+:27]=[N-:28].[Na+]. The catalyst is CCO. The product is [N:26]([C:2]1[N:7]=[C:6]([NH:8][CH2:9][CH2:10][CH2:11][NH:12][C:13]([C:15]2[CH:19]=[C:18]([C:20]3[CH:25]=[CH:24][CH:23]=[CH:22][CH:21]=3)[O:17][N:16]=2)=[O:14])[CH:5]=[CH:4][N:3]=1)=[N+:27]=[N-:28]. The yield is 0.260. (4) The reactants are [N:1]1[CH:6]=[CH:5][C:4]([C:7]2[S:15][C:14]3[C:13](=[O:16])[NH:12][C:11]4([CH2:21][CH2:20][NH:19][CH2:18][CH2:17]4)[NH:10][C:9]=3[CH:8]=2)=[CH:3][CH:2]=1.[OH:22]N1C2C=CC=CC=2N=N1.Cl.[CH2:33]([N:35]=C=NCCCN(C)C)[CH3:34]. The catalyst is C(OC(NCC(O)=O)=O)(C)(C)C.CN(C=O)C. The product is [NH2:35][CH2:33][C:34]([N:19]1[CH2:20][CH2:21][C:11]2([NH:10][C:9]3[CH:8]=[C:7]([C:4]4[CH:5]=[CH:6][N:1]=[CH:2][CH:3]=4)[S:15][C:14]=3[C:13](=[O:16])[NH:12]2)[CH2:17][CH2:18]1)=[O:22]. The yield is 0.0280. (5) The reactants are C([O:8][C:9]1[CH:14]=[C:13]([O:15][CH3:16])[CH:12]=[CH:11][C:10]=1[C:17]([C:19]1[CH:20]=[N:21][C:22]([O:25][CH2:26][C:27]2[N:28]=[C:29]([C:33]3[CH:38]=[CH:37][CH:36]=[CH:35][CH:34]=3)[O:30][C:31]=2[CH3:32])=[CH:23][CH:24]=1)=[O:18])C1C=CC=CC=1. The catalyst is [C].[Pd].C(OCC)(=O)C. The product is [OH:8][C:9]1[CH:14]=[C:13]([O:15][CH3:16])[CH:12]=[CH:11][C:10]=1[C:17]([C:19]1[CH:20]=[N:21][C:22]([O:25][CH2:26][C:27]2[N:28]=[C:29]([C:33]3[CH:38]=[CH:37][CH:36]=[CH:35][CH:34]=3)[O:30][C:31]=2[CH3:32])=[CH:23][CH:24]=1)=[O:18]. The yield is 0.720. (6) The reactants are Br[C:2]1[CH:7]=[CH:6][C:5]([CH:8]([C:19]2[CH:24]=[CH:23][CH:22]=[CH:21][CH:20]=2)[CH2:9]/[C:10](/[C:13]2[CH:18]=[CH:17][N:16]=[CH:15][CH:14]=2)=[N:11]\[OH:12])=[CH:4][CH:3]=1.[CH3:25][S:26]([C:29]1[CH:30]=[C:31](B(O)O)[CH:32]=[CH:33][CH:34]=1)(=[O:28])=[O:27].C(=O)([O-])[O-].[K+].[K+].O. The catalyst is COCCOC. The product is [CH3:25][S:26]([C:29]1[CH:34]=[C:33]([C:2]2[CH:7]=[CH:6][C:5]([CH:8]([C:19]3[CH:24]=[CH:23][CH:22]=[CH:21][CH:20]=3)[CH2:9]/[C:10](/[C:13]3[CH:18]=[CH:17][N:16]=[CH:15][CH:14]=3)=[N:11]\[OH:12])=[CH:4][CH:3]=2)[CH:32]=[CH:31][CH:30]=1)(=[O:28])=[O:27]. The yield is 0.180. (7) The reactants are Cl[C:2]1[N:7]=[C:6]([C:8]2[CH:9]=[N:10][N:11]([CH:13]([CH:17]3[CH2:19][CH2:18]3)[CH2:14][C:15]#[N:16])[CH:12]=2)[N:5]2[CH:20]=[CH:21][N:22]=[C:4]2[CH:3]=1.C([O-])([O-])=O.[K+].[K+].[CH3:29][C:30]1[N:35]=[CH:34][C:33](B(O)O)=[CH:32][CH:31]=1.C1(P(C2CCCCC2)C2C=CC=CC=2C2C(OC)=CC=C(S([O-])(=O)=O)C=2OC)CCCCC1.[Na+]. The catalyst is O1CCOCC1.C(O[Pd]OC(=O)C)(=O)C. The product is [CH:17]1([CH:13]([N:11]2[CH:12]=[C:8]([C:6]3[N:5]4[CH:20]=[CH:21][N:22]=[C:4]4[CH:3]=[C:2]([C:33]4[CH:34]=[N:35][C:30]([CH3:29])=[CH:31][CH:32]=4)[N:7]=3)[CH:9]=[N:10]2)[CH2:14][C:15]#[N:16])[CH2:19][CH2:18]1. The yield is 0.340. (8) The reactants are [NH2:1][C:2]1[CH:7]=[CH:6][C:5]([S:8][CH2:9][C:10]2[CH:15]=[CH:14][CH:13]=[CH:12][CH:11]=2)=[CH:4][C:3]=1/[CH:16]=[CH:17]/[C:18]([O:20][CH2:21][CH3:22])=[O:19].[Br:23][C:24]1[CH:31]=[C:30]([O:32][CH3:33])[C:29](I)=[CH:28][C:25]=1[C:26]#[N:27].C(=O)([O-])[O-].[Cs+].[Cs+]. The catalyst is CCOC(C)=O.C1C=CC(/C=C/C(/C=C/C2C=CC=CC=2)=O)=CC=1.C1C=CC(/C=C/C(/C=C/C2C=CC=CC=2)=O)=CC=1.C1C=CC(/C=C/C(/C=C/C2C=CC=CC=2)=O)=CC=1.[Pd].[Pd].CC1(C)C2C(=C(P(C3C=CC=CC=3)C3C=CC=CC=3)C=CC=2)OC2C(P(C3C=CC=CC=3)C3C=CC=CC=3)=CC=CC1=2. The product is [CH2:9]([S:8][C:5]1[CH:6]=[CH:7][C:2]([NH:1][C:29]2[CH:28]=[C:25]([C:26]#[N:27])[C:24]([Br:23])=[CH:31][C:30]=2[O:32][CH3:33])=[C:3](/[CH:16]=[CH:17]/[C:18]([O:20][CH2:21][CH3:22])=[O:19])[CH:4]=1)[C:10]1[CH:15]=[CH:14][CH:13]=[CH:12][CH:11]=1. The yield is 0.920.